From a dataset of Reaction yield outcomes from USPTO patents with 853,638 reactions. Predict the reaction yield, written as a fraction of the theoretical maximum amount of product (1.0 means a 100% yield; for example, 0.34 means a 34% yield). (1) The reactants are [Cl:1][C:2]1[NH:7][C:6](=[O:8])[NH:5][C:4](=[O:9])[CH:3]=1.[Br:10]Br. The catalyst is O. The product is [Br:10][C:3]1[C:4](=[O:9])[NH:5][C:6](=[O:8])[NH:7][C:2]=1[Cl:1]. The yield is 0.550. (2) The reactants are FC(F)(F)C(O)=O.[C:8]1([C:24]2[CH:29]=[CH:28][CH:27]=[CH:26][CH:25]=2)[CH:13]=[CH:12][CH:11]=[CH:10][C:9]=1[C:14]([N:16]1[CH:23]2[CH:18]([CH2:19][CH2:20][NH:21][CH2:22]2)[CH2:17]1)=[O:15].Cl[C:31]1[CH:40]=[N:39][C:38]2[C:33](=[CH:34][CH:35]=[CH:36][CH:37]=2)[N:32]=1.C([O-])([O-])=O.[K+].[K+]. The catalyst is CN(C=O)C. The product is [C:8]1([C:24]2[CH:29]=[CH:28][CH:27]=[CH:26][CH:25]=2)[CH:13]=[CH:12][CH:11]=[CH:10][C:9]=1[C:14]([N:16]1[CH:23]2[CH:18]([CH2:19][CH2:20][N:21]([C:31]3[CH:40]=[N:39][C:38]4[C:33](=[CH:34][CH:35]=[CH:36][CH:37]=4)[N:32]=3)[CH2:22]2)[CH2:17]1)=[O:15]. The yield is 0.400. (3) The reactants are [C:1]([O:5][CH:6]([C:11]1[N:16]([CH3:17])[C:15](=[O:18])[C:14]2[S:19][C:20]3[CH2:25][CH2:24][CH2:23][CH2:22][C:21]=3[C:13]=2[C:12]=1[C:26]1[C:27]([CH3:36])=[C:28]2[C:33](=[CH:34][CH:35]=1)[O:32][CH2:31][CH2:30][CH2:29]2)[C:7]([O:9]C)=[O:8])([CH3:4])([CH3:3])[CH3:2].O.[OH-].[Li+].Cl. The yield is 0.590. The product is [C:1]([O:5][CH:6]([C:11]1[N:16]([CH3:17])[C:15](=[O:18])[C:14]2[S:19][C:20]3[CH2:25][CH2:24][CH2:23][CH2:22][C:21]=3[C:13]=2[C:12]=1[C:26]1[C:27]([CH3:36])=[C:28]2[C:33](=[CH:34][CH:35]=1)[O:32][CH2:31][CH2:30][CH2:29]2)[C:7]([OH:9])=[O:8])([CH3:4])([CH3:3])[CH3:2]. The catalyst is O1CCCC1.O. (4) The reactants are [NH2:1][C:2]1[N:7]=[C:6](/[C:8](=[C:11]2\[NH:12][C:13]3[CH:21]=[CH:20][CH:19]=[CH:18][C:14]=3[N:15]\2[CH2:16][CH3:17])/[C:9]#[N:10])[C:5]([CH3:22])=[CH:4][N:3]=1.Cl.[CH3:24][N:25]1[CH2:30][CH2:29][CH:28]([C:31](O)=[O:32])[CH2:27][CH2:26]1. No catalyst specified. The product is [C:9](/[C:8](=[C:11]1/[NH:12][C:13]2[CH:21]=[CH:20][CH:19]=[CH:18][C:14]=2[N:15]/1[CH2:16][CH3:17])/[C:6]1[C:5]([CH3:22])=[CH:4][N:3]=[C:2]([NH:1][C:31]([CH:28]2[CH2:29][CH2:30][N:25]([CH3:24])[CH2:26][CH2:27]2)=[O:32])[N:7]=1)#[N:10]. The yield is 0.820. (5) The reactants are Cl.[CH:2]1([N:5]2[CH2:10][C:9]3([CH2:15][CH2:14][NH:13][CH2:12][CH2:11]3)[O:8][CH2:7][C:6]2=[O:16])[CH2:4][CH2:3]1.[OH-].[Na+].O.O=[CH:21][C:22]([OH:24])=[O:23].[Br:25][C:26]1[CH:31]=[CH:30][C:29](B(O)O)=[CH:28][CH:27]=1. The catalyst is ClCCl. The product is [Br:25][C:26]1[CH:31]=[CH:30][C:29]([CH:21]([N:13]2[CH2:12][CH2:11][C:9]3([O:8][CH2:7][C:6](=[O:16])[N:5]([CH:2]4[CH2:4][CH2:3]4)[CH2:10]3)[CH2:15][CH2:14]2)[C:22]([OH:24])=[O:23])=[CH:28][CH:27]=1. The yield is 0.180. (6) The reactants are [N:1]1([CH2:6][CH2:7][CH2:8][CH2:9][C:10]2[CH:15]=[CH:14][C:13]([NH2:16])=[CH:12][CH:11]=2)[CH:5]=[CH:4][N:3]=[N:2]1.C[Si](C)(C)[N-][Si](C)(C)C.[Li+].[C:27]([O:31][C:32](O[C:32]([O:31][C:27]([CH3:30])([CH3:29])[CH3:28])=[O:33])=[O:33])([CH3:30])([CH3:29])[CH3:28].[Cl-].[NH4+]. The catalyst is C1COCC1. The product is [C:27]([O:31][C:32](=[O:33])[NH:16][C:13]1[CH:12]=[CH:11][C:10]([CH2:9][CH2:8][CH2:7][CH2:6][N:1]2[CH:5]=[CH:4][N:3]=[N:2]2)=[CH:15][CH:14]=1)([CH3:30])([CH3:29])[CH3:28]. The yield is 0.780. (7) The catalyst is Br.C(Cl)Cl.O. The reactants are C[O:2][C:3]1[CH:12]=[C:11]2[C:6]([C:7]([NH:13][CH2:14][C:15]3[N:19]4[N:20]=[C:21]([C:24]5[CH:29]=[CH:28][CH:27]=[CH:26][CH:25]=5)[CH:22]=[CH:23][C:18]4=[N:17][N:16]=3)=[CH:8][CH:9]=[N:10]2)=[N:5][CH:4]=1.[OH-].[Na+]. The product is [C:24]1([C:21]2[CH:22]=[CH:23][C:18]3[N:19]([C:15]([CH2:14][NH:13][C:7]4[CH:8]=[CH:9][N:10]=[C:11]5[C:6]=4[N:5]=[CH:4][C:3]([OH:2])=[CH:12]5)=[N:16][N:17]=3)[N:20]=2)[CH:25]=[CH:26][CH:27]=[CH:28][CH:29]=1. The yield is 0.796. (8) The reactants are Cl[CH2:2][C:3]([NH:5][C:6]1[CH:11]=[CH:10][C:9]([F:12])=[CH:8][C:7]=1[OH:13])=[O:4].CCN(C(C)C)C(C)C. The catalyst is C(#N)C. The product is [F:12][C:9]1[CH:10]=[CH:11][C:6]2[NH:5][C:3](=[O:4])[CH2:2][O:13][C:7]=2[CH:8]=1. The yield is 0.780. (9) The reactants are [S:1]([N:11]1[C:19]2[C:14](=[CH:15][CH:16]=[CH:17][CH:18]=2)[C:13]([CH2:20]O)=[CH:12]1)([C:4]1[CH:10]=[CH:9][C:7]([CH3:8])=[CH:6][CH:5]=1)(=[O:3])=[O:2].O=P(Cl)(Cl)[Cl:24]. The catalyst is C1COCC1. The product is [Cl:24][CH2:20][C:13]1[C:14]2[C:19](=[CH:18][CH:17]=[CH:16][CH:15]=2)[N:11]([S:1]([C:4]2[CH:10]=[CH:9][C:7]([CH3:8])=[CH:6][CH:5]=2)(=[O:3])=[O:2])[CH:12]=1. The yield is 0.980.